Dataset: Forward reaction prediction with 1.9M reactions from USPTO patents (1976-2016). Task: Predict the product of the given reaction. (1) Given the reactants [CH:1]([S:4]([C:7]1[CH:12]=[CH:11][C:10]([N+:13]([O-])=O)=[CH:9][C:8]=1[CH:16]1[CH:20]([C:21]([O:23][CH3:24])=[O:22])[CH2:19][CH2:18][N:17]1[C:25]([O:27][C:28]([CH3:31])([CH3:30])[CH3:29])=[O:26])(=[O:6])=[O:5])([CH3:3])[CH3:2], predict the reaction product. The product is: [NH2:13][C:10]1[CH:11]=[CH:12][C:7]([S:4]([CH:1]([CH3:3])[CH3:2])(=[O:6])=[O:5])=[C:8]([CH:16]2[CH:20]([C:21]([O:23][CH3:24])=[O:22])[CH2:19][CH2:18][N:17]2[C:25]([O:27][C:28]([CH3:29])([CH3:30])[CH3:31])=[O:26])[CH:9]=1. (2) The product is: [O:39]=[C:19]([C:20]1[CH:25]=[CH:24][CH:23]=[CH:22][CH:21]=1)[C:18]([C:15]1[CH:14]=[CH:13][C:12]([C:8]2([NH:7][C:6](=[O:26])[O:5][C:1]([CH3:4])([CH3:2])[CH3:3])[CH2:9][CH2:10][CH2:11]2)=[CH:17][CH:16]=1)=[O:27]. Given the reactants [C:1]([O:5][C:6](=[O:26])[NH:7][C:8]1([C:12]2[CH:17]=[CH:16][C:15]([C:18]#[C:19][C:20]3[CH:25]=[CH:24][CH:23]=[CH:22][CH:21]=3)=[CH:14][CH:13]=2)[CH2:11][CH2:10][CH2:9]1)([CH3:4])([CH3:3])[CH3:2].[O-:27][Mn](=O)(=O)=O.[K+].CCOC(C)=O.[OH2:39], predict the reaction product. (3) Given the reactants [CH2:1]([O:5][C:6]1[CH:11]=[CH:10][C:9]([C:12]2[CH2:17][CH2:16][CH:15]([C:18]3[CH:23]=[CH:22][CH:21]=[C:20]([F:24])[C:19]=3[F:25])[CH2:14][CH:13]=2)=[C:8]([F:26])[C:7]=1[F:27])[CH2:2][CH2:3][CH3:4].C([Li])(CC)C.B(OC)(OC)[O:34]C.Cl, predict the reaction product. The product is: [CH2:1]([O:5][C:6]1([OH:34])[CH:11]=[CH:10][C:9]([C:12]2[CH2:17][CH2:16][CH:15]([C:18]3[CH:23]=[CH:22][CH:21]=[C:20]([F:24])[C:19]=3[F:25])[CH2:14][CH:13]=2)=[C:8]([F:26])[CH:7]1[F:27])[CH2:2][CH2:3][CH3:4]. (4) Given the reactants ClC1C(Cl)=CC=CC=1N1CCN([CH2:15][CH2:16][CH2:17][CH2:18][O:19][C:20]2[CH:29]=[CH:28][C:27]3[C:22](=[C:23]([OH:30])[CH:24]=[CH:25][CH:26]=3)[N:21]=2)CC1.[CH2:31]([O:33][C:34]1[C:35]([N:40]2[CH2:45][CH2:44][NH:43][CH2:42][CH2:41]2)=[N:36][CH:37]=[CH:38][CH:39]=1)[CH3:32], predict the reaction product. The product is: [CH2:31]([O:33][C:34]1[C:35]([N:40]2[CH2:41][CH2:42][N:43]([CH2:15][CH2:16][CH2:17][CH2:18][O:19][C:20]3[CH:29]=[CH:28][C:27]4[C:22](=[C:23]([OH:30])[CH:24]=[CH:25][CH:26]=4)[N:21]=3)[CH2:44][CH2:45]2)=[N:36][CH:37]=[CH:38][CH:39]=1)[CH3:32]. (5) Given the reactants [C:1]([O:5][C:6]([NH:8][CH:9]([CH2:13][CH2:14][CH3:15])C(O)=O)=[O:7])([CH3:4])([CH3:3])[CH3:2].CCN=C=NCCC[N:24]([CH3:26])C.Cl.[CH:28]1[CH:29]=[CH:30][C:31]2[N:36](O)N=[N:34][C:32]=2[CH:33]=1.C(Cl)(Cl)Cl.CN([CH:45]=[O:46])C, predict the reaction product. The product is: [C:1]([O:5][C:6](=[O:7])[NH:8][CH2:9][CH2:13][CH2:14][CH2:15][C:45](=[O:46])[NH:34][C:32]1[CH:33]=[C:28]([C:26]#[N:24])[CH:29]=[CH:30][C:31]=1[NH2:36])([CH3:2])([CH3:3])[CH3:4]. (6) Given the reactants [OH:1][C:2]1[CH:7]=[CH:6][C:5]([CH2:8][CH2:9][C:10]([OH:12])=O)=[CH:4][CH:3]=1.Cl.[CH2:14]([O:16][C:17](=[O:20])[CH2:18][NH2:19])[CH3:15], predict the reaction product. The product is: [CH2:14]([O:16][C:17](=[O:20])[CH2:18][NH:19][C:10](=[O:12])[CH2:9][CH2:8][C:5]1[CH:4]=[CH:3][C:2]([OH:1])=[CH:7][CH:6]=1)[CH3:15]. (7) Given the reactants [Na].[P:2]([O:6][CH2:7][C@@H:8]([OH:15])[C@@H:9]([OH:14])[C@@H:10]([OH:13])[CH:11]=[O:12])([OH:5])([OH:4])=[O:3].[BH4-].[Na+], predict the reaction product. The product is: [P:2]([O:6][CH2:7][C@@H:8]([OH:15])[C@@H:9]([OH:14])[C@@H:10]([OH:13])[CH2:11][OH:12])([OH:4])([OH:5])=[O:3]. (8) Given the reactants Br[C:2]1[CH:7]=[C:6]([F:8])[C:5]([NH:9][C:10]2[N:14]([CH3:15])[N:13]=[C:12]([CH3:16])[C:11]=2[C:17]2[CH:22]=[CH:21][C:20]([F:23])=[CH:19][C:18]=2[F:24])=[C:4]([F:25])[CH:3]=1.[C:26](=O)([O-])[O-].[Cs+].[Cs+].C(Cl)Cl.CB1OB(C)OB(C)O1, predict the reaction product. The product is: [F:8][C:6]1[CH:7]=[C:2]([CH3:26])[CH:3]=[C:4]([F:25])[C:5]=1[NH:9][C:10]1[N:14]([CH3:15])[N:13]=[C:12]([CH3:16])[C:11]=1[C:17]1[CH:22]=[CH:21][C:20]([F:23])=[CH:19][C:18]=1[F:24]. (9) Given the reactants Cl.Cl[CH:3]([C:28]1[CH:33]=[CH:32][CH:31]=[CH:30][CH:29]=1)[C:4]1[CH:9]=[CH:8][CH:7]=[C:6]([CH3:10])[C:5]=1[C:11]1[CH:12]=[C:13]2[C:18](=[CH:19][CH:20]=1)[N:17]=[C:16]([NH2:21])[C:15]([N:22]1[CH2:27][CH2:26][O:25][CH2:24][CH2:23]1)=[CH:14]2.[NH:34]1[CH:38]=[CH:37][N:36]=[CH:35]1, predict the reaction product. The product is: [N:34]1([CH:3]([C:28]2[CH:33]=[CH:32][CH:31]=[CH:30][CH:29]=2)[C:4]2[CH:9]=[CH:8][CH:7]=[C:6]([CH3:10])[C:5]=2[C:11]2[CH:12]=[C:13]3[C:18](=[CH:19][CH:20]=2)[N:17]=[C:16]([NH2:21])[C:15]([N:22]2[CH2:27][CH2:26][O:25][CH2:24][CH2:23]2)=[CH:14]3)[CH:38]=[CH:37][N:36]=[CH:35]1.